This data is from Tox21: 12 toxicity assays (nuclear receptors and stress response pathways). The task is: Binary classification across 12 toxicity assays. (1) The molecule is ClC1=C(Cl)C2(Cl)C3C(Cl)C=CC3C1(Cl)C2(Cl)Cl. It tested positive (active) for: SR-ARE (Antioxidant Response Element (oxidative stress)), and SR-MMP (Mitochondrial Membrane Potential disruption). (2) The compound is CCOP(=S)(OCC)Oc1nc(Cl)c(Cl)cc1Cl. It tested positive (active) for: NR-AhR (Aryl hydrocarbon Receptor agonist activity), SR-ARE (Antioxidant Response Element (oxidative stress)), and SR-MMP (Mitochondrial Membrane Potential disruption). (3) The molecule is C[As](C)(=O)O. It tested positive (active) for: SR-HSE (Heat Shock Element response). (4) The compound is C[NH+](C)CCC(c1ccccc1)c1cccc[nH+]1. It tested positive (active) for: NR-ER (Estrogen Receptor agonist activity). (5) The molecule is Nc1ccc(Cl)cc1N. It tested positive (active) for: NR-AR (Androgen Receptor agonist activity), NR-AhR (Aryl hydrocarbon Receptor agonist activity), SR-ARE (Antioxidant Response Element (oxidative stress)), SR-ATAD5 (ATAD5 genotoxicity (DNA damage)), and SR-MMP (Mitochondrial Membrane Potential disruption). (6) The drug is Cc1cc(Nc2ccccc2C(=O)O)ccc1Cl. It tested positive (active) for: NR-AhR (Aryl hydrocarbon Receptor agonist activity), and SR-MMP (Mitochondrial Membrane Potential disruption). (7) The drug is CC(C)(C)c1csc(-c2cc3cc(OCc4ccccc4CC(=O)O)ccc3o2)n1. It tested positive (active) for: NR-PPAR-gamma (PPAR-gamma nuclear receptor agonist), SR-ARE (Antioxidant Response Element (oxidative stress)), and SR-MMP (Mitochondrial Membrane Potential disruption). (8) The molecule is CC(=O)O[C@H]1CC[C@@]2(C)C(=CC[C@H]3[C@@H]4CC=C(c5cccnc5)[C@@]4(C)CC[C@@H]32)C1. It tested positive (active) for: NR-ER (Estrogen Receptor agonist activity), and NR-ER-LBD (Estrogen Receptor Ligand Binding Domain agonist). (9) The compound is Nc1ccc(S(=O)(=O)[O-])cc1. It tested positive (active) for: NR-ER (Estrogen Receptor agonist activity). (10) It tested positive (active) for: NR-ER (Estrogen Receptor agonist activity), NR-ER-LBD (Estrogen Receptor Ligand Binding Domain agonist), and SR-ARE (Antioxidant Response Element (oxidative stress)). The drug is Cc1ccc(-c2cc(C(F)(F)F)nn2-c2ccc(S(N)(=O)=O)cc2)cc1.